From a dataset of Forward reaction prediction with 1.9M reactions from USPTO patents (1976-2016). Predict the product of the given reaction. (1) Given the reactants [CH3:1][O:2][C:3]1[CH:48]=[CH:47][C:6]([CH2:7][N:8]([CH2:38][C:39]2[CH:44]=[CH:43][C:42]([O:45][CH3:46])=[CH:41][CH:40]=2)[C:9]2[N:14]=[C:13]([CH3:15])[N:12]=[C:11]([C:16]3[CH:17]=[C:18]([CH2:23][N:24]4[CH2:29][CH2:28][N:27](C(OC(C)(C)C)=O)[CH2:26][C@@H:25]4[CH3:37])[CH:19]=[N:20][C:21]=3[F:22])[N:10]=2)=[CH:5][CH:4]=1.C(O)(C(F)(F)F)=O.[CH3:56][S:57](Cl)(=[O:59])=[O:58], predict the reaction product. The product is: [F:22][C:21]1[C:16]([C:11]2[N:12]=[C:13]([CH3:15])[N:14]=[C:9]([N:8]([CH2:38][C:39]3[CH:44]=[CH:43][C:42]([O:45][CH3:46])=[CH:41][CH:40]=3)[CH2:7][C:6]3[CH:47]=[CH:48][C:3]([O:2][CH3:1])=[CH:4][CH:5]=3)[N:10]=2)=[CH:17][C:18]([CH2:23][N:24]2[CH2:29][CH2:28][N:27]([S:57]([CH3:56])(=[O:59])=[O:58])[CH2:26][C@@H:25]2[CH3:37])=[CH:19][N:20]=1. (2) Given the reactants [Cl:1][C:2]1[CH:3]=[C:4]([CH:12]=[CH:13][C:14]=1[CH:15]([CH3:29])[C:16]([OH:28])([C:21]1[CH:26]=[N:25][C:24]([CH3:27])=[CH:23][N:22]=1)[C:17]([F:20])([F:19])[F:18])[O:5][CH2:6][CH2:7][O:8]C(=O)C.[OH-].[K+], predict the reaction product. The product is: [Cl:1][C:2]1[CH:3]=[C:4]([O:5][CH2:6][CH2:7][OH:8])[CH:12]=[CH:13][C:14]=1[CH:15]([CH3:29])[C:16]([C:21]1[CH:26]=[N:25][C:24]([CH3:27])=[CH:23][N:22]=1)([OH:28])[C:17]([F:19])([F:20])[F:18]. (3) The product is: [F:1][CH:2]([F:16])[CH2:3][O:4][C:5]1[N:10]=[C:9]([O:11][CH3:12])[C:8]([CH:13]([NH:23][S@@:21]([C:18]([CH3:20])([CH3:19])[CH3:17])=[O:22])[CH3:14])=[CH:7][CH:6]=1. Given the reactants [F:1][CH:2]([F:16])[CH2:3][O:4][C:5]1[N:10]=[C:9]([O:11][CH3:12])[C:8]([C:13](=O)[CH3:14])=[CH:7][CH:6]=1.[CH3:17][C:18]([S@:21]([NH2:23])=[O:22])([CH3:20])[CH3:19], predict the reaction product. (4) Given the reactants [CH3:1][C:2]1[CH:7]=[CH:6][C:5]([S:8]([O-:11])(=[O:10])=[O:9])=[CH:4][CH:3]=1.[CH3:12][N+:13]1[CH:21]=[C:20]2[N:15](C(=O)[NH:17][CH2:18][CH2:19]2)[CH:14]=1.O.[CH3:24][C:25]1[CH:30]=[CH:29][C:28]([S:31]([OH:34])(=[O:33])=[O:32])=[CH:27][CH:26]=1.O1CCOCC1, predict the reaction product. The product is: [CH3:1][C:2]1[CH:3]=[CH:4][C:5]([S:8]([OH:11])(=[O:10])=[O:9])=[CH:6][CH:7]=1.[CH3:24][C:25]1[CH:26]=[CH:27][C:28]([S:31]([OH:34])(=[O:33])=[O:32])=[CH:29][CH:30]=1.[CH3:12][N:13]1[CH:21]=[C:20]([CH2:19][CH2:18][NH2:17])[N:15]=[CH:14]1. (5) Given the reactants C(NC(C)C)(C)C.[Li]CCCC.[F:13][CH2:14][P:15]([C:20]([O:25][CH2:26][CH3:27])([O:22][CH2:23][CH3:24])[CH3:21])(=[O:19])[O:16][CH2:17][CH3:18].C[O:29][C:30](=O)[CH2:31][NH:32][C:33]([O:35][C:36]([CH3:39])([CH3:38])[CH3:37])=[O:34].C(O)(=O)C.[Cl-].[Na+], predict the reaction product. The product is: [C:36]([O:35][C:33]([NH:32][CH2:31][C:30](=[O:29])[CH:14]([P:15]([C:20]([O:25][CH2:26][CH3:27])([O:22][CH2:23][CH3:24])[CH3:21])(=[O:19])[O:16][CH2:17][CH3:18])[F:13])=[O:34])([CH3:39])([CH3:38])[CH3:37]. (6) Given the reactants [Br:1]Br.[C:3]([C:6]1[CH:13]=[CH:12][C:9]([CH:10]=[O:11])=[CH:8][CH:7]=1)(=[O:5])[CH3:4], predict the reaction product. The product is: [Br:1][CH2:4][C:3]([C:6]1[CH:13]=[CH:12][C:9]([CH:10]=[O:11])=[CH:8][CH:7]=1)=[O:5]. (7) Given the reactants [CH3:1][C:2]([CH3:10])([CH2:6][C:7]([OH:9])=[O:8])[C:3]([OH:5])=[O:4].OS(O)(=O)=O.[CH3:16]O, predict the reaction product. The product is: [CH3:16][O:8][C:7](=[O:9])[CH2:6][C:2]([CH3:10])([CH3:1])[C:3]([OH:5])=[O:4]. (8) The product is: [CH2:13]([O:10][CH2:9][CH:6]1[CH2:7][CH2:8][CH:3]([CH2:11][OH:12])[CH2:4][CH2:5]1)[C:14]1[CH:19]=[CH:18][CH:17]=[CH:16][CH:15]=1. Given the reactants [H-].[Na+].[C@H:3]1([CH2:11][OH:12])[CH2:8][CH2:7][C@H:6]([CH2:9][OH:10])[CH2:5][CH2:4]1.[CH2:13](Br)[C:14]1[CH:19]=[CH:18][CH:17]=[CH:16][CH:15]=1.O, predict the reaction product.